This data is from Forward reaction prediction with 1.9M reactions from USPTO patents (1976-2016). The task is: Predict the product of the given reaction. (1) Given the reactants [CH2:1]([NH:3][C:4]1[CH:9]=[CH:8][C:7]([C:10]2[S:11][C:12]3[CH:18]=[C:17](OC)[CH:16]=[CH:15][C:13]=3[N:14]=2)=[CH:6][N:5]=1)C.B(Br)(Br)Br.[C:25]([O-])(O)=[O:26].[Na+], predict the reaction product. The product is: [CH3:25][O:26][C:16]1[CH:17]=[CH:18][C:12]2[S:11][C:10]([C:7]3[CH:8]=[CH:9][C:4]([NH:3][CH3:1])=[N:5][CH:6]=3)=[N:14][C:13]=2[CH:15]=1. (2) Given the reactants Cl[C:2]1[C:11]2[C:6](=[CH:7][C:8]([O:20][CH3:21])=[CH:9][C:10]=2[O:12][CH:13]2[CH2:18][CH2:17][N:16]([CH3:19])[CH2:15][CH2:14]2)[N:5]=[CH:4][N:3]=1.[NH2:22][C:23]1[CH:24]=[C:25]2[C:29](=[CH:30][CH:31]=1)[N:28]([CH2:32][C:33]1[CH:38]=[CH:37][CH:36]=[CH:35][N:34]=1)[N:27]=[C:26]2[Cl:39], predict the reaction product. The product is: [Cl:39][C:26]1[C:25]2[C:29](=[CH:30][CH:31]=[C:23]([NH:22][C:2]3[C:11]4[C:6](=[CH:7][C:8]([O:20][CH3:21])=[CH:9][C:10]=4[O:12][CH:13]4[CH2:18][CH2:17][N:16]([CH3:19])[CH2:15][CH2:14]4)[N:5]=[CH:4][N:3]=3)[CH:24]=2)[N:28]([CH2:32][C:33]2[CH:38]=[CH:37][CH:36]=[CH:35][N:34]=2)[N:27]=1. (3) The product is: [CH2:47]([O:46][C:32]1[CH:31]=[C:30]([CH2:20][N:18]2[CH2:17][C:16]3([CH2:27][C:13]([C:8]45[CH2:11][CH2:12][C:5]([C:3]([O:2][CH3:1])=[O:4])([CH2:6][CH2:7]4)[CH2:10][CH2:9]5)=[N:14][O:15]3)[CH2:19]2)[CH:35]=[C:34]([O:36][CH2:37][CH3:38])[C:33]=1[C:39]1[CH:44]=[CH:43][C:42]([F:45])=[CH:41][CH:40]=1)[CH3:48]. Given the reactants [CH3:1][O:2][C:3]([C:5]12[CH2:12][CH2:11][C:8]([C:13]3[CH2:27][C:16]4([CH2:19][N:18]([C:20](OC(C)(C)C)=O)[CH2:17]4)[O:15][N:14]=3)([CH2:9][CH2:10]1)[CH2:7][CH2:6]2)=[O:4].BrC[C:30]1[CH:35]=[C:34]([O:36][CH2:37][CH3:38])[C:33]([C:39]2[CH:44]=[CH:43][C:42]([F:45])=[CH:41][CH:40]=2)=[C:32]([O:46][CH2:47][CH3:48])[CH:31]=1, predict the reaction product. (4) Given the reactants [CH3:1][O:2][CH2:3][N:4]1[CH:8]=[CH:7][N:6]=[CH:5]1.C([Li])CCC.ClC1C=CC([C:21]([C:27]2[CH:32]=[CH:31][C:30]([N:33]([CH3:43])[S:34]([C:37]3[CH:42]=[CH:41][CH:40]=[CH:39][CH:38]=3)(=[O:36])=[O:35])=[CH:29][CH:28]=2)([OH:26])[C:22]([F:25])([F:24])[F:23])=CC=1, predict the reaction product. The product is: [CH3:43][N:33]([C:30]1[CH:31]=[CH:32][C:27]([C:21]([OH:26])([C:5]2[N:4]([CH2:3][O:2][CH3:1])[CH:8]=[CH:7][N:6]=2)[C:22]([F:24])([F:25])[F:23])=[CH:28][CH:29]=1)[S:34]([C:37]1[CH:38]=[CH:39][CH:40]=[CH:41][CH:42]=1)(=[O:36])=[O:35]. (5) Given the reactants [Br:1][C:2]1[CH:3]=[N:4][C:5]2[N:6]([N:8]=[C:9]([C:11]([OH:13])=O)[CH:10]=2)[CH:7]=1.[CH3:14][CH:15]1[NH:20][CH2:19][CH2:18][N:17]2[C:21]([C:24]3[CH:28]=[CH:27][S:26][CH:25]=3)=[CH:22][CH:23]=[C:16]12, predict the reaction product. The product is: [Br:1][C:2]1[CH:3]=[N:4][C:5]2[N:6]([N:8]=[C:9]([C:11]([N:20]3[CH2:19][CH2:18][N:17]4[C:21]([C:24]5[CH:28]=[CH:27][S:26][CH:25]=5)=[CH:22][CH:23]=[C:16]4[CH:15]3[CH3:14])=[O:13])[CH:10]=2)[CH:7]=1. (6) Given the reactants [CH3:1][C:2]1([CH3:9])[CH2:7][CH2:6][C:5](=[O:8])[CH2:4][CH2:3]1.[H-].[Na+].[CH3:12][C:13](=O)[O:14]CC, predict the reaction product. The product is: [C:13]([CH:4]1[CH2:3][C:2]([CH3:9])([CH3:1])[CH2:7][CH2:6][C:5]1=[O:8])(=[O:14])[CH3:12].